Dataset: Catalyst prediction with 721,799 reactions and 888 catalyst types from USPTO. Task: Predict which catalyst facilitates the given reaction. (1) Reactant: [CH:1]([O:4][C:5]1[C:10]([O:11][CH3:12])=[CH:9][C:8]2[O:13][CH2:14][C:15]3[C:19]([C:20]([O-:22])=[O:21])=[N:18][N:17]([C:23]4[CH:27]=[CH:26][S:25][CH:24]=4)[C:16]=3[C:7]=2[CH:6]=1)([CH3:3])[CH3:2].C1COCC1.O.O[Li].O. Product: [CH:1]([O:4][C:5]1[C:10]([O:11][CH3:12])=[CH:9][C:8]2[O:13][CH2:14][C:15]3[C:19]([C:20]([OH:22])=[O:21])=[N:18][N:17]([C:23]4[CH:27]=[CH:26][S:25][CH:24]=4)[C:16]=3[C:7]=2[CH:6]=1)([CH3:3])[CH3:2]. The catalyst class is: 5. (2) Reactant: [CH:1]1([C:4]#[C:5][C:6]2[C:7]3[O:14][C:13]([CH:15](OCC)[O:16]CC)=[CH:12][C:8]=3[CH:9]=[N:10][CH:11]=2)[CH2:3][CH2:2]1.Cl.C(=O)(O)[O-].[Na+]. Product: [CH:1]1([C:4]#[C:5][C:6]2[C:7]3[O:14][C:13]([CH:15]=[O:16])=[CH:12][C:8]=3[CH:9]=[N:10][CH:11]=2)[CH2:3][CH2:2]1. The catalyst class is: 7.